This data is from Forward reaction prediction with 1.9M reactions from USPTO patents (1976-2016). The task is: Predict the product of the given reaction. (1) Given the reactants [NH2:1][C:2]1[CH:10]=[CH:9][C:8]([Cl:11])=[CH:7][C:3]=1[C:4]([NH2:6])=O.Cl[C:13]1[CH:21]=[CH:20][CH:19]=[CH:18][C:14]=1[C:15](Cl)=O.[C:22]([N:25]1[CH2:30][CH2:29][NH:28][CH2:27][CH2:26]1)(=[O:24])[CH3:23], predict the reaction product. The product is: [Cl:11][C:8]1[CH:7]=[C:3]2[C:2](=[CH:10][CH:9]=1)[N:1]=[C:15]([CH:14]1[CH2:18][CH2:19][CH2:20][CH2:21][CH2:13]1)[N:6]=[C:4]2[N:28]1[CH2:29][CH2:30][N:25]([C:22](=[O:24])[CH3:23])[CH2:26][CH2:27]1. (2) Given the reactants C1(C([NH:20][C:21]2[CH:28]=[CH:27][CH:26]=[C:25]([F:29])[C:22]=2[CH:23]=[O:24])(C2C=CC=CC=2)C2C=CC=CC=2)C=CC=CC=1.[F:30][C:31]([Si](C)(C)C)([F:33])[F:32].[F-].C([N+](CCCC)(CCCC)CCCC)CCC, predict the reaction product. The product is: [NH2:20][C:21]1[CH:28]=[CH:27][CH:26]=[C:25]([F:29])[C:22]=1[CH:23]([OH:24])[C:31]([F:33])([F:32])[F:30]. (3) Given the reactants [NH2:1][CH:2](O)CC.[CH3:18][C:17]([O:16][C:14](O[C:14]([O:16][C:17]([CH3:20])([CH3:19])[CH3:18])=[O:15])=[O:15])([CH3:20])[CH3:19].O1[CH2:26][CH2:25][O:24]CC1.[OH-].[Na+], predict the reaction product. The product is: [C:14]([NH:1][CH2:2][CH2:26][CH2:25][OH:24])([O:16][C:17]([CH3:18])([CH3:19])[CH3:20])=[O:15]. (4) Given the reactants [Cl:1][C:2]1[CH:7]=[C:6]2[NH:8][C:9](=[O:33])[C:10]3([CH:15]([C:16]4[CH:21]=[CH:20][CH:19]=[C:18]([Cl:22])[CH:17]=4)[CH2:14][CH2:13][NH:12][CH:11]3[C:23]3[C:32]4[C:27](=[CH:28][CH:29]=[CH:30][CH:31]=4)[CH:26]=[CH:25][CH:24]=3)[C:5]2=[CH:4][CH:3]=1.[N:34]1([C:40](Cl)=[O:41])[CH2:39][CH2:38][O:37][CH2:36][CH2:35]1.C(N(CC)CC)C, predict the reaction product. The product is: [Cl:1][C:2]1[CH:7]=[C:6]2[NH:8][C:9](=[O:33])[C:10]3([CH:15]([C:16]4[CH:21]=[CH:20][CH:19]=[C:18]([Cl:22])[CH:17]=4)[CH2:14][CH2:13][N:12]([C:40]([N:34]4[CH2:39][CH2:38][O:37][CH2:36][CH2:35]4)=[O:41])[CH:11]3[C:23]3[C:32]4[C:27](=[CH:28][CH:29]=[CH:30][CH:31]=4)[CH:26]=[CH:25][CH:24]=3)[C:5]2=[CH:4][CH:3]=1. (5) The product is: [CH3:24][N:25]([CH3:20])[C:2](=[O:1])[C@@H:3]([NH:8][C:9](=[O:18])[O:10][CH2:11][C:12]1[CH:13]=[CH:14][CH:15]=[CH:16][CH:17]=1)[C:4]1([OH:7])[CH2:6][CH2:5]1. Given the reactants [OH:1][CH2:2][C@@H:3]([NH:8][C:9](=[O:18])[O:10][CH2:11][C:12]1[CH:17]=[CH:16][CH:15]=[CH:14][CH:13]=1)[C:4]1([OH:7])[CH2:6][CH2:5]1.C[C:20]1(C)[N:25]([O])[C:24](C)(C)CCC1.Cl[O-].[Na+].Cl([O-])=O.[Na+].S([O-])([O-])(=O)=S.[Na+].[Na+].[OH-].[Na+].C(OC(C)C)(C)C, predict the reaction product. (6) Given the reactants [F:1][C:2]([F:16])([F:15])/[CH:3]=[CH:4]/[C:5]1[CH:13]=[CH:12][C:8]([C:9]([OH:11])=O)=[C:7]([CH3:14])[CH:6]=1.C(Cl)(=O)C(Cl)=O.[N:23]1[C:32]2[C:27](=[CH:28][CH:29]=[CH:30][N:31]=2)[CH:26]=[CH:25][C:24]=1[NH2:33], predict the reaction product. The product is: [CH3:14][C:7]1[CH:6]=[C:5](/[CH:4]=[CH:3]/[C:2]([F:1])([F:16])[F:15])[CH:13]=[CH:12][C:8]=1[C:9]([NH:33][C:24]1[CH:25]=[CH:26][C:27]2[C:32](=[N:31][CH:30]=[CH:29][CH:28]=2)[N:23]=1)=[O:11].